Dataset: Blood-brain barrier permeability classification from the B3DB database. Task: Regression/Classification. Given a drug SMILES string, predict its absorption, distribution, metabolism, or excretion properties. Task type varies by dataset: regression for continuous measurements (e.g., permeability, clearance, half-life) or binary classification for categorical outcomes (e.g., BBB penetration, CYP inhibition). Dataset: b3db_classification. (1) The result is 0 (does not penetrate BBB). The drug is Nc1ccc(S(=O)(=O)Nc2nccs2)cc1. (2) The compound is CC(C)c1nc(N(C)S(C)(=O)=O)nc(-c2ccc(F)cc2)c1C=CC(O)CC(O)CC(=O)O. The result is 0 (does not penetrate BBB). (3) The molecule is COc1ccc2c3c1O[C@H]1C(=O)CCC4[C@@H](C2)N(C)CC[C@@]341. The result is 1 (penetrates BBB). (4) The drug is COc1cc2c(cc1OC)S(=O)(=O)O[C@@H](C(=O)N[C@@H](C)CC(C)(C)N(C)C)C2. The result is 1 (penetrates BBB). (5) The compound is CCCC(=O)OCC(=O)[C@@]1(OC(=O)CCC)[C@H](C)C[C@H]2[C@@H]3CCC4=CC(=O)C=C[C@]4(C)[C@@]3(Cl)[C@@H](Cl)C[C@@]21C. The result is 1 (penetrates BBB). (6) The drug is CC[C@H](C(=O)NC(C)C)N(Cc1ccccc1Cl)C(=O)CN(c1ccc(F)c(Cl)c1)S(C)(=O)=O. The result is 1 (penetrates BBB). (7) The molecule is CC(=O)O[C@]1(C(C)=O)CC[C@H]2[C@@H]3C[C@H](C)C4=CC(=O)C=C[C@]4(C)[C@@]3(F)[C@@H](O)C[C@@]21C. The result is 1 (penetrates BBB). (8) The compound is CCOC(=O)C1=C(C)NC(C)=C(C(=O)OC)C1c1cccc(Cl)c1Cl. The result is 0 (does not penetrate BBB). (9) The molecule is Cc1ccc2c(c1)[C@H]1CN(C)CC[C@H]1N2. The result is 1 (penetrates BBB). (10) The result is 0 (does not penetrate BBB). The drug is C[C@]1(O)CC[C@H]2[C@@H]3CCC4=CC(=O)CC[C@]4(C)[C@@]3(F)[C@@H](O)C[C@@]21C.